This data is from Forward reaction prediction with 1.9M reactions from USPTO patents (1976-2016). The task is: Predict the product of the given reaction. (1) Given the reactants Br[CH:2]([C:4]1[CH:9]=[CH:8][CH:7]=[CH:6][CH:5]=1)[CH3:3].[O:10](CC)[C:11]([S-:13])=[S:12].[K+].[CH2:17](O)[CH3:18], predict the reaction product. The product is: [O:10]([CH:2]([C:4]1[CH:9]=[CH:8][CH:7]=[CH:6][CH:5]=1)[CH3:3])[C:11]([S:13][CH2:17][CH3:18])=[S:12]. (2) The product is: [NH2:12][CH:9]1[CH2:8][CH2:7][CH:6]([C:4]([N:3]([CH3:20])[CH3:2])=[O:5])[CH2:11][CH2:10]1.[ClH:1]. Given the reactants [ClH:1].[CH3:2][N:3]([CH3:20])[C:4]([CH:6]1[CH2:11][CH2:10][CH:9]([NH:12]C(=O)OC(C)(C)C)[CH2:8][CH2:7]1)=[O:5], predict the reaction product. (3) Given the reactants [CH:1]([C:3]1[N:4]=[C:5]([C:12]([O:14][CH2:15][CH3:16])=[O:13])[N:6]2[CH:11]=[CH:10][CH:9]=[CH:8][C:7]=12)=[O:2].CC(=CC)C.[O-:22]Cl=O.[Na+], predict the reaction product. The product is: [CH2:15]([O:14][C:12]([C:5]1[N:6]2[CH:11]=[CH:10][CH:9]=[CH:8][C:7]2=[C:3]([C:1]([OH:22])=[O:2])[N:4]=1)=[O:13])[CH3:16].